From a dataset of NCI-60 drug combinations with 297,098 pairs across 59 cell lines. Regression. Given two drug SMILES strings and cell line genomic features, predict the synergy score measuring deviation from expected non-interaction effect. (1) Drug 1: C(=O)(N)NO. Drug 2: CC1CCC2CC(C(=CC=CC=CC(CC(C(=O)C(C(C(=CC(C(=O)CC(OC(=O)C3CCCCN3C(=O)C(=O)C1(O2)O)C(C)CC4CCC(C(C4)OC)O)C)C)O)OC)C)C)C)OC. Cell line: 786-0. Synergy scores: CSS=6.83, Synergy_ZIP=-10.7, Synergy_Bliss=-16.1, Synergy_Loewe=-65.8, Synergy_HSA=-19.2. (2) Drug 1: CCCS(=O)(=O)NC1=C(C(=C(C=C1)F)C(=O)C2=CNC3=C2C=C(C=N3)C4=CC=C(C=C4)Cl)F. Drug 2: CCC(=C(C1=CC=CC=C1)C2=CC=C(C=C2)OCCN(C)C)C3=CC=CC=C3.C(C(=O)O)C(CC(=O)O)(C(=O)O)O. Cell line: HOP-62. Synergy scores: CSS=-1.36, Synergy_ZIP=2.80, Synergy_Bliss=4.80, Synergy_Loewe=-2.68, Synergy_HSA=-0.888.